This data is from Full USPTO retrosynthesis dataset with 1.9M reactions from patents (1976-2016). The task is: Predict the reactants needed to synthesize the given product. (1) The reactants are: [CH3:1][N:2]([CH3:41])[C:3]1[CH:40]=[CH:39][C:6]([C:7]([NH:9][C:10]2[C:11]([F:38])=[C:12]([C:16]3[C:28]4[C:27]5[C:22](=[CH:23][C:24]([N:29]6[CH2:34][CH2:33][O:32][CH2:31][CH2:30]6)=[CH:25][CH:26]=5)[NH:21][C:20]=4[C:19]([C:35]([OH:37])=O)=[N:18][CH:17]=3)[CH:13]=[CH:14][CH:15]=2)=[O:8])=[CH:5][CH:4]=1.[Cl-].[NH4+].C([N:47](CC)C(C)C)(C)C.F[P-](F)(F)(F)(F)F.N1(O[P+](N(C)C)(N(C)C)N(C)C)C2C=CC=CC=2N=N1.CN1CCOCC1. Given the product [CH3:41][N:2]([CH3:1])[C:3]1[CH:4]=[CH:5][C:6]([C:7]([NH:9][C:10]2[C:11]([F:38])=[C:12]([C:16]3[C:28]4[C:27]5[C:22](=[CH:23][C:24]([N:29]6[CH2:34][CH2:33][O:32][CH2:31][CH2:30]6)=[CH:25][CH:26]=5)[NH:21][C:20]=4[C:19]([C:35]([NH2:47])=[O:37])=[N:18][CH:17]=3)[CH:13]=[CH:14][CH:15]=2)=[O:8])=[CH:39][CH:40]=1, predict the reactants needed to synthesize it. (2) The reactants are: [CH3:1][O:2][C:3]1[N:8]=[C:7]2[C:9]([C:13]3[N:23]([S:24]([C:27]4[CH:32]=[CH:31][C:30]([CH3:33])=[CH:29][CH:28]=4)(=[O:26])=[O:25])[C:16]4=[N:17][CH:18]=[CH:19][C:20]([CH2:21]O)=[C:15]4[CH:14]=3)=[CH:10][N:11]([CH3:12])[C:6]2=[CH:5][C:4]=1[O:34][CH3:35].S(Cl)([Cl:38])=O.CN(C=O)C.C(=O)([O-])O.[Na+]. Given the product [Cl:38][CH2:21][C:20]1[CH:19]=[CH:18][N:17]=[C:16]2[N:23]([S:24]([C:27]3[CH:32]=[CH:31][C:30]([CH3:33])=[CH:29][CH:28]=3)(=[O:26])=[O:25])[C:13]([C:9]3[C:7]4=[N:8][C:3]([O:2][CH3:1])=[C:4]([O:34][CH3:35])[CH:5]=[C:6]4[N:11]([CH3:12])[CH:10]=3)=[CH:14][C:15]=12, predict the reactants needed to synthesize it. (3) Given the product [F:1][C:2]1([F:18])[CH2:7][CH2:6][CH:5]([CH:8]2[CH2:14][NH:15][C:10](=[O:11])[CH2:9]2)[CH2:4][CH2:3]1, predict the reactants needed to synthesize it. The reactants are: [F:1][C:2]1([F:18])[CH2:7][CH2:6][CH:5]([CH:8]([CH2:14][N+:15]([O-])=O)[CH2:9][C:10](OC)=[O:11])[CH2:4][CH2:3]1. (4) Given the product [Cl:1][C:2]1[C:10]2[C:5](=[CH:6][CH:7]=[C:8]([CH:11]=[C:35]3[S:34][C:33]([N:29]4[CH2:30][CH2:31][O:32][CH:27]([CH2:26][OH:25])[CH2:28]4)=[N:37][C:36]3=[O:38])[CH:9]=2)[N:4]([CH2:13][C:14]2[CH:19]=[CH:18][C:17]([Cl:20])=[CH:16][C:15]=2[C:21]([F:22])([F:23])[F:24])[N:3]=1, predict the reactants needed to synthesize it. The reactants are: [Cl:1][C:2]1[C:10]2[C:5](=[CH:6][CH:7]=[C:8]([CH:11]=O)[CH:9]=2)[N:4]([CH2:13][C:14]2[CH:19]=[CH:18][C:17]([Cl:20])=[CH:16][C:15]=2[C:21]([F:24])([F:23])[F:22])[N:3]=1.[OH:25][CH2:26][C@H:27]1[O:32][CH2:31][CH2:30][N:29]([C:33]2[S:34][CH2:35][C:36](=[O:38])[N:37]=2)[CH2:28]1. (5) Given the product [NH:1]1[CH2:6][CH2:5][C:4]2([C:14]3[C:9](=[CH:10][CH:11]=[CH:12][CH:13]=3)[CH:8]=[CH:7]2)[CH2:3][CH2:2]1, predict the reactants needed to synthesize it. The reactants are: [N:1]1(C(OC(C)(C)C)=O)[CH2:6][CH2:5][C:4]2([C:14]3[C:9](=[CH:10][CH:11]=[CH:12][CH:13]=3)[CH:8]=[CH:7]2)[CH2:3][CH2:2]1.FC(F)(F)C(O)=O. (6) Given the product [CH3:12][O:13][CH2:2][C:3]1[N:7]([CH3:8])[N:6]=[C:5]([N+:9]([O-:11])=[O:10])[CH:4]=1, predict the reactants needed to synthesize it. The reactants are: Br[CH2:2][C:3]1[N:7]([CH3:8])[N:6]=[C:5]([N+:9]([O-:11])=[O:10])[CH:4]=1.[CH3:12][O:13][Na]. (7) Given the product [C:19]([C:18]1([C:17]([O:16][CH2:14][CH3:15])=[O:21])[CH2:12][CH2:11][CH2:10][CH2:9][CH2:8]1)#[N:20], predict the reactants needed to synthesize it. The reactants are: C(=O)([O-])[O-].[K+].[K+].Br[CH2:8][CH2:9][CH2:10][CH2:11][CH2:12]Br.[CH2:14]([O:16][C:17](=[O:21])[CH2:18][C:19]#[N:20])[CH3:15]. (8) Given the product [C:1]([C:4]1[C:12]2[C:7](=[CH:8][CH:9]=[C:10]([NH:13][C:14]3[CH:15]=[N:16][CH:17]=[N:18][CH:19]=3)[CH:11]=2)[N:6]([CH2:20][C:21]([N:72]2[CH2:73][C@H:74]([F:76])[CH2:75][C@H:71]2[C:69]([NH:68][CH2:67][C:59]2[S:58][C:62]3[CH:63]=[CH:64][CH:65]=[CH:66][C:61]=3[N:60]=2)=[O:70])=[O:22])[CH:5]=1)(=[O:3])[CH3:2], predict the reactants needed to synthesize it. The reactants are: [C:1]([C:4]1[C:12]2[C:7](=[CH:8][CH:9]=[C:10]([NH:13][C:14]3[CH:15]=[N:16][CH:17]=[N:18][CH:19]=3)[CH:11]=2)[N:6]([CH2:20][C:21](O)=[O:22])[CH:5]=1)(=[O:3])[CH3:2].CN(C(ON1N=NC2C=CC=NC1=2)=[N+](C)C)C.F[P-](F)(F)(F)(F)F.CCN(C(C)C)C(C)C.Cl.[S:58]1[C:62]2[CH:63]=[CH:64][CH:65]=[CH:66][C:61]=2[N:60]=[C:59]1[CH2:67][NH:68][C:69]([C@@H:71]1[CH2:75][C@@H:74]([F:76])[CH2:73][NH:72]1)=[O:70]. (9) Given the product [CH2:10]([O:17][C:18]([NH:20][C:21]([N:7]1[CH2:8][CH2:9][CH:4]([CH2:3][CH2:2][OH:1])[CH2:5][CH2:6]1)=[NH:24])=[O:19])[C:11]1[CH:16]=[CH:15][CH:14]=[CH:13][CH:12]=1, predict the reactants needed to synthesize it. The reactants are: [OH:1][CH2:2][CH2:3][CH:4]1[CH2:9][CH2:8][NH:7][CH2:6][CH2:5]1.[CH2:10]([O:17][C:18]([NH:20][C:21](=[NH:24])SC)=[O:19])[C:11]1[CH:16]=[CH:15][CH:14]=[CH:13][CH:12]=1. (10) Given the product [CH3:13][N:7]1[CH2:6][CH2:5][C:4]2[C:9](=[CH:10][CH:11]=[C:2]([B:14]3[O:18][C:17]([CH3:20])([CH3:19])[C:16]([CH3:22])([CH3:21])[O:15]3)[CH:3]=2)[C:8]1=[O:12], predict the reactants needed to synthesize it. The reactants are: Br[C:2]1[CH:3]=[C:4]2[C:9](=[CH:10][CH:11]=1)[C:8](=[O:12])[N:7]([CH3:13])[CH2:6][CH2:5]2.[B:14]1([B:14]2[O:18][C:17]([CH3:20])([CH3:19])[C:16]([CH3:22])([CH3:21])[O:15]2)[O:18][C:17]([CH3:20])([CH3:19])[C:16]([CH3:22])([CH3:21])[O:15]1.